Dataset: Full USPTO retrosynthesis dataset with 1.9M reactions from patents (1976-2016). Task: Predict the reactants needed to synthesize the given product. (1) Given the product [Cl:1][C:2]1[CH:3]=[C:4]([CH:8]([O:19][CH2:20][CH2:21][NH:22][C:23]([O:25][CH3:26])=[O:24])[C:9]2[CH:10]=[C:11]([CH:16]=[CH:17][CH:18]=2)[C:12]([OH:14])=[O:13])[CH:5]=[CH:6][CH:7]=1, predict the reactants needed to synthesize it. The reactants are: [Cl:1][C:2]1[CH:3]=[C:4]([CH:8]([O:19][CH2:20][CH2:21][NH:22][C:23]([O:25][CH3:26])=[O:24])[C:9]2[CH:10]=[C:11]([CH:16]=[CH:17][CH:18]=2)[C:12]([O:14]C)=[O:13])[CH:5]=[CH:6][CH:7]=1. (2) Given the product [CH3:3][N:5]([CH2:12][CH2:13][O:14][C:16]1[CH:23]=[CH:22][C:19]([CH:20]=[O:21])=[CH:18][CH:17]=1)[C:6]1[CH:11]=[CH:10][CH:9]=[CH:8][N:7]=1, predict the reactants needed to synthesize it. The reactants are: [OH-].[K+].[CH2:3]([N:5]([CH2:12][CH2:13][OH:14])[C:6]1[CH:11]=[CH:10][CH:9]=[CH:8][N:7]=1)C.F[C:16]1[CH:23]=[CH:22][C:19]([CH:20]=[O:21])=[CH:18][CH:17]=1.[OH-].C([N+](CCCC)(CCCC)CCCC)CCC. (3) Given the product [ClH:36].[CH3:35][O:34][C@H:4]([CH2:5][C@H:6]1[CH2:17][CH2:16][C:15]2[S:14][C:13]3[N:12]=[CH:11][N:10]=[C:9]([O:18][CH:19]4[CH2:20][CH2:21][CH:22]([NH:25][CH3:26])[CH2:23][CH2:24]4)[C:8]=3[C:7]1=2)[C:1]([NH2:2])=[O:3], predict the reactants needed to synthesize it. The reactants are: [C:1]([C@H:4]([O:34][CH3:35])[CH2:5][C@H:6]1[CH2:17][CH2:16][C:15]2[S:14][C:13]3[N:12]=[CH:11][N:10]=[C:9]([O:18][CH:19]4[CH2:24][CH2:23][CH:22]([N:25](C)[C:26](=O)OC(C)(C)C)[CH2:21][CH2:20]4)[C:8]=3[C:7]1=2)(=[O:3])[NH2:2].[ClH:36]. (4) Given the product [F:3][C:4]1[CH:9]=[CH:8][CH:7]=[CH:6][C:5]=1[S:10]([F:1])(=[O:12])=[O:11], predict the reactants needed to synthesize it. The reactants are: [F-:1].[K+].[F:3][C:4]1[CH:9]=[CH:8][CH:7]=[CH:6][C:5]=1[S:10](Cl)(=[O:12])=[O:11]. (5) Given the product [CH3:15][O:14][C:3]1[C:2]([NH:1][C:17](=[O:18])[O:19][CH2:20][CH3:21])=[N:11][C:10]2[C:5](=[CH:6][CH:7]=[C:8]([O:12][CH3:13])[CH:9]=2)[N:4]=1, predict the reactants needed to synthesize it. The reactants are: [NH2:1][C:2]1[C:3]([O:14][CH3:15])=[N:4][C:5]2[C:10]([N:11]=1)=[CH:9][C:8]([O:12][CH3:13])=[CH:7][CH:6]=2.Cl[C:17]([O:19][CH2:20][CH3:21])=[O:18].N1C=CC=CC=1. (6) Given the product [CH3:30][O:26][CH:19]1[C:20]2[C:25]3=[C:24]([CH:14]4[CH2:13][CH2:12][NH:11][CH2:28][CH2:27][CH:15]4[N:16]3[CH2:17][CH2:18]1)[CH:23]=[CH:22][CH:21]=2, predict the reactants needed to synthesize it. The reactants are: [H-].[Na+].C([N:11]1[CH2:28][CH2:27][CH:15]2[N:16]3[C:25]4[C:20](=[CH:21][CH:22]=[CH:23][C:24]=4[CH:14]2[CH2:13][CH2:12]1)[CH:19]([OH:26])[CH2:18][CH2:17]3)(=O)C1C=CC=CC=1.I[CH3:30]. (7) Given the product [C:33]([O:32][C:30]([NH:29][C@H:21]([C:22]([O:24][C:25]([CH3:26])([CH3:27])[CH3:28])=[O:23])[CH2:20][CH2:19][C@@:11]([C:12]([O:14][C:15]([CH3:18])([CH3:17])[CH3:16])=[O:13])([C:9]([O:8][CH2:1][C:2]1[CH:3]=[CH:4][CH:5]=[CH:6][CH:7]=1)=[O:10])[CH2:46][C:45]1[CH:48]=[CH:49][C:42]([N+:39]([O-:41])=[O:40])=[CH:43][CH:44]=1)=[O:31])([CH3:36])([CH3:35])[CH3:34], predict the reactants needed to synthesize it. The reactants are: [CH2:1]([O:8][C:9]([CH:11]([CH2:19][CH2:20][C@H:21]([NH:29][C:30]([O:32][C:33]([CH3:36])([CH3:35])[CH3:34])=[O:31])[C:22]([O:24][C:25]([CH3:28])([CH3:27])[CH3:26])=[O:23])[C:12]([O:14][C:15]([CH3:18])([CH3:17])[CH3:16])=[O:13])=[O:10])[C:2]1[CH:7]=[CH:6][CH:5]=[CH:4][CH:3]=1.[H-].[Na+].[N+:39]([C:42]1[CH:49]=[CH:48][C:45]([CH2:46]Br)=[CH:44][CH:43]=1)([O-:41])=[O:40].